Dataset: Catalyst prediction with 721,799 reactions and 888 catalyst types from USPTO. Task: Predict which catalyst facilitates the given reaction. (1) Reactant: ClC(Cl)(Cl)C([N:5]1[CH2:10][CH2:9][N:8]([C:11]2[CH:16]=[C:15]([S:17]([N:20]3[C:28]4[C:23](=[CH:24][CH:25]=[C:26]([C:29]([F:32])([F:31])[F:30])[CH:27]=4)[C:22]([CH:33]([F:35])[F:34])=[CH:21]3)(=[O:19])=[O:18])[CH:14]=[CH:13][C:12]=2[O:36][CH3:37])[CH2:7][CH2:6]1)=O.[OH-].[K+]. Product: [F:35][CH:33]([F:34])[C:22]1[C:23]2[C:28](=[CH:27][C:26]([C:29]([F:30])([F:31])[F:32])=[CH:25][CH:24]=2)[N:20]([S:17]([C:15]2[CH:14]=[CH:13][C:12]([O:36][CH3:37])=[C:11]([N:8]3[CH2:7][CH2:6][NH:5][CH2:10][CH2:9]3)[CH:16]=2)(=[O:19])=[O:18])[CH:21]=1. The catalyst class is: 1. (2) Reactant: [CH3:1][O:2][C:3](=[O:11])[C:4]1[CH:9]=[CH:8][CH:7]=[N:6][C:5]=1Cl.[CH2:12]=[CH:13][C:14]1[CH:19]=[CH:18][CH:17]=[CH:16][CH:15]=1.C([O-])(=O)C.[Na+].C1(P(C2C=CC=CC=2)C2C=CC=CC=2)C=CC=CC=1. The catalyst class is: 274. Product: [CH3:1][O:2][C:3](=[O:11])[C:4]1[CH:9]=[CH:8][CH:7]=[N:6][C:5]=1[CH:12]=[CH:13][C:14]1[CH:19]=[CH:18][CH:17]=[CH:16][CH:15]=1. (3) Reactant: C(OC([N:8]1[CH2:13][CH2:12][CH:11]([N:14]2[CH:22]=[C:21]3[C:16]([N:17]=[C:18]([C:36]4[CH:41]=[CH:40][C:39]([F:42])=[CH:38][CH:37]=4)[C:19]([C:30]4[CH:35]=[CH:34][N:33]=[CH:32][CH:31]=4)=[C:20]3[C:23]3[CH:28]=[CH:27][C:26]([F:29])=[CH:25][CH:24]=3)=[N:15]2)[CH2:10][CH2:9]1)=O)(C)(C)C.FC(F)(F)C(O)=O. Product: [F:29][C:26]1[CH:27]=[CH:28][C:23]([C:20]2[C:21]3[C:16](=[N:15][N:14]([CH:11]4[CH2:12][CH2:13][NH:8][CH2:9][CH2:10]4)[CH:22]=3)[N:17]=[C:18]([C:36]3[CH:37]=[CH:38][C:39]([F:42])=[CH:40][CH:41]=3)[C:19]=2[C:30]2[CH:31]=[CH:32][N:33]=[CH:34][CH:35]=2)=[CH:24][CH:25]=1. The catalyst class is: 2. (4) Product: [ClH:1].[ClH:1].[ClH:1].[ClH:1].[N:2]1([CH2:8][CH2:9][CH2:10][O:11][C:12]2[CH:13]=[C:14]([CH2:28][CH2:29][CH2:30][CH2:31][C:32]3[CH:37]=[CH:36][C:35]([O:38][CH2:39][CH2:40][CH2:41][N:42]4[CH2:43][CH2:44][CH2:45][CH2:46][CH2:47]4)=[C:34]([O:48][CH2:49][CH2:50][CH2:51][N:52]4[CH2:53][CH2:54][CH2:55][CH2:56][CH2:57]4)[CH:33]=3)[CH:15]=[CH:16][C:17]=2[O:18][CH2:19][CH2:20][CH2:21][N:22]2[CH2:23][CH2:24][CH2:25][CH2:26][CH2:27]2)[CH2:7][CH2:6][CH2:5][CH2:4][CH2:3]1. Reactant: [ClH:1].[N:2]1([CH2:8][CH2:9][CH2:10][O:11][C:12]2[CH:13]=[C:14]([CH2:28][CH2:29][CH2:30][CH2:31][C:32]3[CH:37]=[CH:36][C:35]([O:38][CH2:39][CH2:40][CH2:41][N:42]4[CH2:47][CH2:46][CH2:45][CH2:44][CH2:43]4)=[C:34]([O:48][CH2:49][CH2:50][CH2:51][N:52]4[CH2:57][CH2:56][CH2:55][CH2:54][CH2:53]4)[CH:33]=3)[CH:15]=[CH:16][C:17]=2[O:18][CH2:19][CH2:20][CH2:21][N:22]2[CH2:27][CH2:26][CH2:25][CH2:24][CH2:23]2)[CH2:7][CH2:6][CH2:5][CH2:4][CH2:3]1.CCOCC. The catalyst class is: 8. (5) Reactant: [CH:1]1([CH:7]([OH:16])[C:8]2[CH:15]=[CH:14][C:11]([C:12]#[N:13])=[CH:10][CH:9]=2)[CH2:6][CH2:5][CH2:4][CH2:3][CH2:2]1.C(N(CC)CC)C.[CH3:24][S:25](Cl)(=[O:27])=[O:26].C([O-])(O)=O.[Na+]. Product: [CH:1]1([CH:7]([O:16][S:25]([CH3:24])(=[O:27])=[O:26])[C:8]2[CH:9]=[CH:10][C:11]([C:12]#[N:13])=[CH:14][CH:15]=2)[CH2:2][CH2:3][CH2:4][CH2:5][CH2:6]1. The catalyst class is: 46. (6) Reactant: [CH3:1][O:2][C:3](=[O:13])[C:4]1[CH:9]=[C:8](I)[C:7]([Cl:11])=[CH:6][C:5]=1[Cl:12].C([O-])(=O)C.[K+].[B:19]1([B:19]2[O:23][C:22]([CH3:25])([CH3:24])[C:21]([CH3:27])([CH3:26])[O:20]2)[O:23][C:22]([CH3:25])([CH3:24])[C:21]([CH3:27])([CH3:26])[O:20]1. Product: [CH3:1][O:2][C:3](=[O:13])[C:4]1[CH:9]=[C:8]([B:19]2[O:23][C:22]([CH3:25])([CH3:24])[C:21]([CH3:27])([CH3:26])[O:20]2)[C:7]([Cl:11])=[CH:6][C:5]=1[Cl:12]. The catalyst class is: 16. (7) Reactant: [Br:1][C:2]1[CH:3]=[C:4]([CH2:8][CH2:9][CH2:10][OH:11])[CH:5]=[CH:6][CH:7]=1.[CH3:12][C:13](OC(C)=O)=[O:14].CCN(CC)CC. Product: [C:13]([O:11][CH2:10][CH2:9][CH2:8][C:4]1[CH:5]=[CH:6][CH:7]=[C:2]([Br:1])[CH:3]=1)(=[O:14])[CH3:12]. The catalyst class is: 64.